Dataset: Reaction yield outcomes from USPTO patents with 853,638 reactions. Task: Predict the reaction yield, written as a fraction of the theoretical maximum amount of product (1.0 means a 100% yield; for example, 0.34 means a 34% yield). (1) The reactants are [C:1]([O:5][C:6]([N:8]1[CH2:13][CH2:12][C:11]([C:17]2[CH:22]=[CH:21][CH:20]=[CH:19][CH:18]=2)([C:14](O)=[O:15])[CH2:10][CH2:9]1)=[O:7])([CH3:4])([CH3:3])[CH3:2].C(N(C(C)C)CC)(C)C.S(Cl)(Cl)=O.[CH2:36]([NH2:43])[C:37]1[CH:42]=[CH:41][CH:40]=[CH:39][CH:38]=1. The product is [C:1]([O:5][C:6]([N:8]1[CH2:13][CH2:12][C:11]([C:14](=[O:15])[NH:43][CH2:36][C:37]2[CH:42]=[CH:41][CH:40]=[CH:39][CH:38]=2)([C:17]2[CH:22]=[CH:21][CH:20]=[CH:19][CH:18]=2)[CH2:10][CH2:9]1)=[O:7])([CH3:4])([CH3:2])[CH3:3]. The catalyst is C(Cl)Cl. The yield is 0.820. (2) The yield is 0.881. The catalyst is C(O)(C)C. The reactants are [N:1]1([C:7]2[N:12]=[C:11]([C:13]3[C:14]([C:20]([F:23])([F:22])[F:21])=[CH:15][C:16]([NH2:19])=[N:17][CH:18]=3)[CH:10]=[C:9]([N:24]3[CH2:29][CH2:28][O:27][CH2:26][CH2:25]3)[N:8]=2)[CH2:6][CH2:5][O:4][CH2:3][CH2:2]1.CC(C)=O.[ClH:34]. The product is [ClH:34].[N:1]1([C:7]2[N:12]=[C:11]([C:13]3[C:14]([C:20]([F:23])([F:21])[F:22])=[CH:15][C:16]([NH2:19])=[N:17][CH:18]=3)[CH:10]=[C:9]([N:24]3[CH2:25][CH2:26][O:27][CH2:28][CH2:29]3)[N:8]=2)[CH2:2][CH2:3][O:4][CH2:5][CH2:6]1. (3) The reactants are [Br:1][C:2]1[C:10]([NH:11][S:12]([CH3:15])(=[O:14])=[O:13])=[CH:9][C:8]2[C:4](=[C:5]([C:23]([NH:25][CH3:26])=[O:24])[N:6]([C:16]3[CH:21]=[CH:20][C:19]([F:22])=[CH:18][CH:17]=3)[N:7]=2)[CH:3]=1.[C:27]([O-])([O-])=O.[K+].[K+].CI. The catalyst is CN(C=O)C. The product is [Br:1][C:2]1[C:10]([N:11]([CH3:27])[S:12]([CH3:15])(=[O:13])=[O:14])=[CH:9][C:8]2[C:4](=[C:5]([C:23]([NH:25][CH3:26])=[O:24])[N:6]([C:16]3[CH:17]=[CH:18][C:19]([F:22])=[CH:20][CH:21]=3)[N:7]=2)[CH:3]=1. The yield is 0.930. (4) The reactants are [CH2:1]1[C:10]2[C:5](=[CH:6][CH:7]=[CH:8][CH:9]=2)[CH2:4][CH2:3][N:2]1[CH2:11][CH:12]([OH:41])[CH2:13][NH:14][C:15](=[O:40])[CH2:16][O:17][C:18]1[CH:19]=[C:20]2[C:24](=[CH:25][CH:26]=1)[N:23]([CH:27]1[CH2:32][CH2:31][N:30](C(OC(C)(C)C)=O)[CH2:29][CH2:28]1)[N:22]=[CH:21]2. The catalyst is C(OC(C)=O)C.Cl. The product is [CH2:1]1[C:10]2[C:5](=[CH:6][CH:7]=[CH:8][CH:9]=2)[CH2:4][CH2:3][N:2]1[CH2:11][CH:12]([OH:41])[CH2:13][NH:14][C:15](=[O:40])[CH2:16][O:17][C:18]1[CH:19]=[C:20]2[C:24](=[CH:25][CH:26]=1)[N:23]([CH:27]1[CH2:32][CH2:31][NH:30][CH2:29][CH2:28]1)[N:22]=[CH:21]2. The yield is 0.940. (5) The reactants are [CH:1]1([C:6]([CH:8]2[CH2:12][CH2:11][CH2:10][CH2:9]2)=[O:7])[CH2:5][CH2:4][CH2:3][CH2:2]1.Cl[CH2:14][CH2:15][CH2:16][CH2:17][CH2:18][CH:19]1[CH2:24][CH:23]2[CH2:25][CH:20]1[CH:21]=[CH:22]2. No catalyst specified. The product is [CH:8]1([C:6]([CH:1]2[CH2:2][CH2:3][CH2:4][CH2:5]2)([OH:7])[CH2:14][CH2:15][CH2:16][CH2:17][CH2:18][CH:19]2[CH2:24][CH:23]3[CH2:25][CH:20]2[CH:21]=[CH:22]3)[CH2:9][CH2:10][CH2:11][CH2:12]1. The yield is 0.850. (6) The reactants are [O:1]=[C:2]1[C:7]2[N:8]([CH2:15][CH2:16][CH3:17])[C:9]3[CH:10]=[CH:11][CH:12]=[CH:13][C:14]=3[C:6]=2[N:5]=[C:4]([S:18][CH2:19][C:20](O)=[O:21])[N:3]1[C:23]1[CH:28]=[CH:27][CH:26]=[CH:25][CH:24]=1.CN(C(ON1N=NC2C=CC=NC1=2)=[N+](C)C)C.F[P-](F)(F)(F)(F)F.C(N(CC)CC)C.[CH:60]1([NH2:66])[CH2:65][CH2:64][CH2:63][CH2:62][CH2:61]1. The catalyst is CN(C=O)C. The product is [CH:60]1([NH:66][C:20](=[O:21])[CH2:19][S:18][C:4]2[N:3]([C:23]3[CH:28]=[CH:27][CH:26]=[CH:25][CH:24]=3)[C:2](=[O:1])[C:7]3[N:8]([CH2:15][CH2:16][CH3:17])[C:9]4[CH:10]=[CH:11][CH:12]=[CH:13][C:14]=4[C:6]=3[N:5]=2)[CH2:65][CH2:64][CH2:63][CH2:62][CH2:61]1. The yield is 0.110. (7) The reactants are C(=S)(OC1C=CC=CC=1)O[C@@H:3]1[C@@H:7]2[O:8][CH:9]([C:12]3[CH:17]=[CH:16][C:15]([O:18][CH3:19])=[CH:14][CH:13]=3)[O:10][CH2:11][C@@H:6]2[CH2:5][C@H:4]1[N:20]1[C:28](=[O:29])[C:27]2[C:22](=[CH:23][CH:24]=[CH:25][CH:26]=2)[C:21]1=[O:30].C[Si]([SiH]([Si](C)(C)C)[Si](C)(C)C)(C)C.C(B(CC)CC)C.CCCCCC. The catalyst is C1(C)C=CC=CC=1. The product is [CH3:19][O:18][C:15]1[CH:16]=[CH:17][C:12]([CH:9]2[O:8][C@H:7]3[CH2:3][C@H:4]([N:20]4[C:28](=[O:29])[C:27]5[C:22](=[CH:23][CH:24]=[CH:25][CH:26]=5)[C:21]4=[O:30])[CH2:5][C@H:6]3[CH2:11][O:10]2)=[CH:13][CH:14]=1. The yield is 0.420.